Dataset: Reaction yield outcomes from USPTO patents with 853,638 reactions. Task: Predict the reaction yield, written as a fraction of the theoretical maximum amount of product (1.0 means a 100% yield; for example, 0.34 means a 34% yield). (1) The reactants are C(N(CC)CC)C.[CH:8]([N:21]1[CH2:24][CH:23]([OH:25])[CH2:22]1)([C:15]1[CH:20]=[CH:19][CH:18]=[CH:17][CH:16]=1)[C:9]1[CH:14]=[CH:13][CH:12]=[CH:11][CH:10]=1.S(=O)(=O)=O.N1C=CC=CC=1.O. The catalyst is CS(C)=O. The product is [CH:8]([N:21]1[CH2:24][C:23](=[O:25])[CH2:22]1)([C:15]1[CH:20]=[CH:19][CH:18]=[CH:17][CH:16]=1)[C:9]1[CH:10]=[CH:11][CH:12]=[CH:13][CH:14]=1. The yield is 0.860. (2) The reactants are F[C:2]1[CH:7]=[C:6]([CH:8]([CH2:17][C:18](=[O:23])[C:19]([CH3:22])([CH3:21])[CH3:20])[C:9]([C:11]2[CH:16]=[CH:15][CH:14]=[CH:13][CH:12]=2)=O)[CH:5]=[CH:4][N:3]=1.C([O-])(O)=[O:25].[Na+].CCOC(C)=O. The catalyst is C(O)(=O)C. The product is [C:19]([C:18]1[O:23][C:9]([C:11]2[CH:16]=[CH:15][CH:14]=[CH:13][CH:12]=2)=[C:8]([C:6]2[CH:5]=[CH:4][NH:3][C:2](=[O:25])[CH:7]=2)[CH:17]=1)([CH3:22])([CH3:20])[CH3:21]. The yield is 0.780.